From a dataset of Experimentally validated miRNA-target interactions with 360,000+ pairs, plus equal number of negative samples. Binary Classification. Given a miRNA mature sequence and a target amino acid sequence, predict their likelihood of interaction. (1) The miRNA is hsa-miR-548b-3p with sequence CAAGAACCUCAGUUGCUUUUGU. The protein sequence of the target gene is MASNWRASASWYSHPVYARYWQHYHHAMLWMQGHQNAYRKFRDSYFTSPWLFPHGALPWNSPAYEAGHPWDSQGQHMAQQESPYRVSHPKSPGQPLRNSSRTQASTRGNEARCEEEELESDSDDEVECDLSNMEITEELRQYFAQTERHREERRRQQQLDAERLNDYVNADHGLYFNHRRSLEPPSEKPWERRQAEMKRLYGNSAPKILAMETAVQLSFDKHCDRKQPKYWPVIPLKF. Result: 0 (no interaction). (2) Result: 1 (interaction). The protein sequence of the target gene is MSHIQIPPGLTELLQGYTVEVLRQQPPDLVEFAVEYFTRLREARAPASVLPAATPRQSLGHPPPEPGPDRVADAKGDSESEEDEDLEVPVPSRFNRRVSVCAETYNPDEEEEDTDPRVIHPKTDEQRCRLQEACKDILLFKNLDQEQLSQVLDAMFERIVKADEHVIDQGDDGDNFYVIERGTYDILVTKDNQTRSVGQYDNRGSFGELALMYNTPRAATIVATSEGSLWGLDRVTFRRIIVKNNAKKRKMFESFIESVPLLKSLEVSERMKIVDVIGEKIYKDGERIITQGEKADSFYI.... The miRNA is hsa-miR-6758-5p with sequence UAGAGAGGGGAAGGAUGUGAUGU. (3) The miRNA is hsa-miR-1225-3p with sequence UGAGCCCCUGUGCCGCCCCCAG. The protein sequence of the target gene is MADLDSPPKLSGVQQPSEGVGGGRCSEISAELIRSLTELQELEAVYERLCGEEKVVERELDALLEQQNTIESKMVTLHRMGPNLQLIEGDAKQLAGMITFTCNLAENVSSKVRQLDLAKNRLYQAIQRADDILDLKFCMDGVQTALRSEDYEQAAAHTHRYLCLDKSVIELSRQGKEGSMIDANLKLLQEAEQRLKAIVAEKFAIATKEGDLPQVERFFKIFPLLGLHEEGLRKFSEYLCKQVASKAEENLLMVLGTDMSDRRAAVIFADTLTLLFEGIARIVETHQPIVETYYGPGRLY.... Result: 0 (no interaction). (4) The miRNA is hsa-miR-4491 with sequence AAUGUGGACUGGUGUGACCAAA. The protein sequence of the target gene is MESESSRRMGNACIPLKRIAYFLCLFSVVLLTEGKKPAKPKCPAVCTCSKDNALCENARSIPRTVPPDVISLSFVRSGFTEISEGSFLFTPSLQLLLFTSNSFDVISDDAFIGLPHLEYLFIENNNIKSISRHTFRGLKSLIHLSLANNNLQTLPKDIFKGLDSLTNVDLRGNAFNCDCKLKWLVEWLGHTNATVEDIYCEGPPEYKKRKINSLSPKDFDCIITEFAKSQDLPYQSLSIDTFSYLNDEYVVIAQPFTGKCIFLEWDHVEKTFRNYDNITGTSTVVCKPIVIDTQLYVIVA.... Result: 0 (no interaction). (5) The miRNA is hsa-miR-548ah-3p with sequence CAAAAACUGCAGUUACUUUUGC. The protein sequence of the target gene is MSRSRQPPLVTGISPNEGIPWTKVTIRGENLGTGPTDLIGLTICGHNCLLTAEWMSASKIVCRVGQAKNDKGDIIVTTKSGGRGTSTVSFKLLKPEKIGILDQSAVWVDEMNYYDMRTDRNKGIPPLSLRPANPLGIEIEKSKFSQKDLEMLFHGMSADFTSENFSAAWYLIENHSNTSFEQLKMAVTNLKRQANKKSEGSLAYVKGGLSTFFEAQDALSAIHQKLEADGTEKVEGSMTQKLENVLNRASNTADTLFQEVLGRKDKADSTRNALNVLQRFKFLFNLPLNIERNIQKGDYD.... Result: 1 (interaction). (6) The miRNA is hsa-miR-103a-3p with sequence AGCAGCAUUGUACAGGGCUAUGA. The protein sequence of the target gene is MSAEEMVQIRLEDRCYPVSKSKLIEQSDYFRALYRSGMREAVRPEVGPEVQQLRGLSAPGLRLVLDFINAGGAREGWGLSEDELAEASVLSEMVEAASFLQVTALLRLLLSHVRLGNCLELYRLAQVYGLPDLQDACLRFMVLRFHQVLCQPQFPLLLSPPQAPGDCSLKQRLREARMRGTPVLVALGDFLGGPLAPHPYQGEPPSMLRYEETTERWFPLANNLPPDLVNVRGYGSAILDNYLFIVGGYRITSQEISAAHSYNPITNEWLQVASMNQKRSNFKLVAVNSKLYAIGGQAVS.... Result: 0 (no interaction). (7) The protein sequence of the target gene is MPPKKQAQAGGSKKAEQKKKEKIIEDKTFGLKNKKGAKQQKFIKAVTHQVKFGQQNPRQVAQSEAEKKLKKDDKKKELQELNELFKPVVAAQKISKGADPKSVVCAFFKQGQCTKGDKCKFSHDLTLERKCEKRSVYIDARDEELEKDTMDNWDEKKLEEVVNKKHGEAEKKKPKTQIVCKHFLEAIENNKYGWFWVCPGGGDICMYRHALPPGFVLKKDKKKEEKEDEISLEDLIERERSALGPNVTKITLESFLAWKKRKRQEKIDKLEQDMERRKADFKAGKALVISGREVFEFRPE.... Result: 1 (interaction). The miRNA is hsa-miR-96-5p with sequence UUUGGCACUAGCACAUUUUUGCU.